Dataset: Reaction yield outcomes from USPTO patents with 853,638 reactions. Task: Predict the reaction yield, written as a fraction of the theoretical maximum amount of product (1.0 means a 100% yield; for example, 0.34 means a 34% yield). (1) The reactants are [O:1]([CH2:8][C:9]1[CH:17]=[CH:16][CH:15]=[CH:14][C:10]=1[C:11]([OH:13])=O)[C:2]1[CH:7]=[CH:6][CH:5]=[CH:4][CH:3]=1.FC(F)(F)C(OC(=O)C(F)(F)F)=O.B(F)(F)F.CCOCC. The catalyst is C(Cl)Cl. The product is [CH:4]1[C:3]2[C:11](=[O:13])[C:10]3[CH:14]=[CH:15][CH:16]=[CH:17][C:9]=3[CH2:8][O:1][C:2]=2[CH:7]=[CH:6][CH:5]=1. The yield is 0.980. (2) The reactants are [C:1]([C:3]1[C:11]2[C:6](=[CH:7][C:8](OS(C(F)(F)F)(=O)=O)=[CH:9][CH:10]=2)[N:5]([CH:20]2[CH2:23][CH2:22][CH2:21]2)[C:4]=1[C:24]1[CH:29]=[CH:28][C:27]([NH:30][C:31]([O:33][CH:34]([CH:36]2[CH2:38][CH2:37]2)[CH3:35])=[O:32])=[CH:26][CH:25]=1)#[N:2].C([Sn](CCCC)(CCCC)[C:44]1[CH:49]=[CH:48][CH:47]=[CH:46][N:45]=1)CCC.[F-].[Cs+].[F-].[K+]. The catalyst is CN(C=O)C.C1C=CC([P]([Pd]([P](C2C=CC=CC=2)(C2C=CC=CC=2)C2C=CC=CC=2)([P](C2C=CC=CC=2)(C2C=CC=CC=2)C2C=CC=CC=2)[P](C2C=CC=CC=2)(C2C=CC=CC=2)C2C=CC=CC=2)(C2C=CC=CC=2)C2C=CC=CC=2)=CC=1.[Cu]I.CCOCC. The product is [CH:36]1([CH:34]([O:33][C:31](=[O:32])[NH:30][C:27]2[CH:28]=[CH:29][C:24]([C:4]3[N:5]([CH:20]4[CH2:23][CH2:22][CH2:21]4)[C:6]4[C:11]([C:3]=3[C:1]#[N:2])=[CH:10][CH:9]=[C:8]([C:44]3[CH:49]=[CH:48][CH:47]=[CH:46][N:45]=3)[CH:7]=4)=[CH:25][CH:26]=2)[CH3:35])[CH2:37][CH2:38]1. The yield is 0.470. (3) The reactants are Br[C:2]1[CH:3]=[N:4][N:5]([CH2:7][CH2:8][N:9]2[CH2:13][CH2:12][CH2:11][C:10]2=[O:14])[CH:6]=1.[B:15]1([B:15]2[O:19][C:18]([CH3:21])([CH3:20])[C:17]([CH3:23])([CH3:22])[O:16]2)[O:19][C:18]([CH3:21])([CH3:20])[C:17]([CH3:23])([CH3:22])[O:16]1.CC([O-])=O.[K+]. The catalyst is C1(C)C=CC=CC=1.C1C=CC([P]([Pd]([P](C2C=CC=CC=2)(C2C=CC=CC=2)C2C=CC=CC=2)([P](C2C=CC=CC=2)(C2C=CC=CC=2)C2C=CC=CC=2)[P](C2C=CC=CC=2)(C2C=CC=CC=2)C2C=CC=CC=2)(C2C=CC=CC=2)C2C=CC=CC=2)=CC=1. The product is [CH3:22][C:17]1([CH3:23])[C:18]([CH3:21])([CH3:20])[O:19][B:15]([C:2]2[CH:3]=[N:4][N:5]([CH2:7][CH2:8][N:9]3[CH2:13][CH2:12][CH2:11][C:10]3=[O:14])[CH:6]=2)[O:16]1. The yield is 0.600. (4) The reactants are [NH2:1][C:2]1[CH:3]=[C:4]([C:9]2[N:10]([CH2:22][CH3:23])[C:11]3[C:16]([C:17]=2[C:18]#[N:19])=[CH:15][CH:14]=[C:13]([O:20][CH3:21])[CH:12]=3)[CH:5]=[CH:6][C:7]=1[OH:8].C1N=CN([C:29](N2C=NC=C2)=[O:30])C=1. The catalyst is C1COCC1. The product is [CH2:22]([N:10]1[C:11]2[C:16](=[CH:15][CH:14]=[C:13]([O:20][CH3:21])[CH:12]=2)[C:17]([C:18]#[N:19])=[C:9]1[C:4]1[CH:5]=[CH:6][C:7]2[O:8][C:29](=[O:30])[NH:1][C:2]=2[CH:3]=1)[CH3:23]. The yield is 0.810. (5) The reactants are [CH3:1][O:2][C:3]1[CH:4]=[C:5]2[C:10](=[C:11]([C:13]#[N:14])[CH:12]=1)[C:9](=[O:15])[N:8]([C:16]1[CH:21]=[CH:20][C:19]([O:22][CH3:23])=[CH:18][CH:17]=1)[CH:7]=[CH:6]2.[Br:24]N1C(=O)CCC1=O. No catalyst specified. The product is [Br:24][C:6]1[C:5]2[C:10](=[C:11]([C:13]#[N:14])[CH:12]=[C:3]([O:2][CH3:1])[CH:4]=2)[C:9](=[O:15])[N:8]([C:16]2[CH:21]=[CH:20][C:19]([O:22][CH3:23])=[CH:18][CH:17]=2)[CH:7]=1. The yield is 0.833. (6) The reactants are [CH:1]([C:3]1[N:4]([CH2:12][CH2:13][C:14]([O:16]C)=[O:15])[C:5]2[C:10]([CH:11]=1)=[CH:9][CH:8]=[CH:7][CH:6]=2)=[O:2].[Li+].[OH-].Cl. The catalyst is O1CCOCC1. The product is [CH:1]([C:3]1[N:4]([CH2:12][CH2:13][C:14]([OH:16])=[O:15])[C:5]2[C:10]([CH:11]=1)=[CH:9][CH:8]=[CH:7][CH:6]=2)=[O:2]. The yield is 0.840. (7) The reactants are [CH3:1][O:2][C:3]1[CH:8]=[CH:7][C:6]([C:9](=O)[C:10]([C:12]2[CH:17]=[CH:16][C:15]([O:18][CH3:19])=[CH:14][CH:13]=2)=O)=[CH:5][CH:4]=1.[Br:21][C:22]1[CH:23]=[C:24]([NH2:29])[C:25]([NH2:28])=[CH:26][CH:27]=1. The catalyst is C(O)(=O)C. The product is [Br:21][C:22]1[CH:23]=[C:24]2[C:25](=[CH:26][CH:27]=1)[N:28]=[C:9]([C:6]1[CH:7]=[CH:8][C:3]([O:2][CH3:1])=[CH:4][CH:5]=1)[C:10]([C:12]1[CH:17]=[CH:16][C:15]([O:18][CH3:19])=[CH:14][CH:13]=1)=[N:29]2. The yield is 0.480. (8) The reactants are [Cl:1][C:2]1[C:3]([C:8]2(O)[CH2:17][CH2:16][C:11]3([O:15][CH2:14][CH2:13][O:12]3)[CH2:10][CH2:9]2)=[N:4][CH:5]=[CH:6][CH:7]=1.C(N(S(F)(F)[F:25])CC)C. The catalyst is C(Cl)Cl. The product is [Cl:1][C:2]1[C:3]([C:8]2([F:25])[CH2:17][CH2:16][C:11]3([O:15][CH2:14][CH2:13][O:12]3)[CH2:10][CH2:9]2)=[N:4][CH:5]=[CH:6][CH:7]=1. The yield is 0.420.